This data is from Reaction yield outcomes from USPTO patents with 853,638 reactions. The task is: Predict the reaction yield, written as a fraction of the theoretical maximum amount of product (1.0 means a 100% yield; for example, 0.34 means a 34% yield). (1) The reactants are Br[C:2]1[N:3]=[C:4]([C:20]2[CH:25]=[CH:24][N:23]=[C:22]([NH:26][C:27](=[O:29])[CH3:28])[CH:21]=2)[S:5][C:6]=1[C:7]1[N:8]([CH2:12][O:13][CH2:14][CH2:15][Si:16]([CH3:19])([CH3:18])[CH3:17])[CH:9]=[CH:10][N:11]=1.[CH2:30](N(CC)CC)[CH3:31].C([Sn](CCCC)(CCCC)C=C)CCC. The catalyst is C1C=CC([P]([Pd]([P](C2C=CC=CC=2)(C2C=CC=CC=2)C2C=CC=CC=2)([P](C2C=CC=CC=2)(C2C=CC=CC=2)C2C=CC=CC=2)[P](C2C=CC=CC=2)(C2C=CC=CC=2)C2C=CC=CC=2)(C2C=CC=CC=2)C2C=CC=CC=2)=CC=1.C1COCC1. The product is [CH3:17][Si:16]([CH3:19])([CH3:18])[CH2:15][CH2:14][O:13][CH2:12][N:8]1[CH:9]=[CH:10][N:11]=[C:7]1[C:6]1[S:5][C:4]([C:20]2[CH:25]=[CH:24][N:23]=[C:22]([NH:26][C:27](=[O:29])[CH3:28])[CH:21]=2)=[N:3][C:2]=1[CH:30]=[CH2:31]. The yield is 0.720. (2) The yield is 0.990. The catalyst is O1CCOCC1. The product is [Cl:2][C:3]1[CH:4]=[CH:5][C:6]([N:9]2[CH:13]=[C:12]([C@@H:14]([NH2:16])[CH3:15])[N:11]=[N:10]2)=[CH:7][CH:8]=1. The reactants are Cl.[Cl:2][C:3]1[CH:8]=[CH:7][C:6]([N:9]2[CH:13]=[C:12]([C@@H:14]([NH:16]C(=O)OC(C)(C)C)[CH3:15])[N:11]=[N:10]2)=[CH:5][CH:4]=1. (3) The reactants are C[Al](C)C.[NH2:5][CH:6]1[CH2:11][CH2:10][O:9][CH2:8][CH2:7]1.C([O:14][C:15]([C:17]1[N:18]=[N:19][C:20]([O:23][CH2:24][C:25]2[C:26]([C:31]3[CH:36]=[CH:35][CH:34]=[CH:33][N:32]=3)=[N:27][O:28][C:29]=2[CH3:30])=[CH:21][CH:22]=1)=O)C.C(C(C(C([O-])=O)O)O)([O-])=O.[K+].[Na+]. The catalyst is O1CCOCC1. The product is [O:9]1[CH2:10][CH2:11][CH:6]([NH:5][C:15]([C:17]2[N:18]=[N:19][C:20]([O:23][CH2:24][C:25]3[C:26]([C:31]4[CH:36]=[CH:35][CH:34]=[CH:33][N:32]=4)=[N:27][O:28][C:29]=3[CH3:30])=[CH:21][CH:22]=2)=[O:14])[CH2:7][CH2:8]1. The yield is 0.520. (4) The reactants are [H-].[Na+].O1CCCC1.F[C:9]1[CH:14]=[C:13]([F:15])[CH:12]=[CH:11][C:10]=1[C:16](=[N:37][OH:38])[CH:17]1[CH2:22][CH2:21][N:20]([CH2:23][CH2:24][C:25]2[C:30](=[O:31])[N:29]3[CH2:32][CH2:33][CH2:34][CH2:35][C:28]3=[N:27][C:26]=2[CH3:36])[CH2:19][CH2:18]1. The catalyst is O. The product is [F:15][C:13]1[CH:12]=[CH:11][C:10]2[C:16]([CH:17]3[CH2:22][CH2:21][N:20]([CH2:23][CH2:24][C:25]4[C:30](=[O:31])[N:29]5[CH2:32][CH2:33][CH2:34][CH2:35][C:28]5=[N:27][C:26]=4[CH3:36])[CH2:19][CH2:18]3)=[N:37][O:38][C:9]=2[CH:14]=1. The yield is 0.770. (5) The reactants are [CH3:1][C:2]1[CH:9]=[C:8]([N+:10]([O-:12])=[O:11])[CH:7]=[CH:6][C:3]=1[C:4]#[N:5].S(C)C. The catalyst is O1CCCC1. The product is [CH3:1][C:2]1[CH:9]=[C:8]([N+:10]([O-:12])=[O:11])[CH:7]=[CH:6][C:3]=1[CH2:4][NH2:5]. The yield is 0.430. (6) The reactants are [CH3:1][NH:2][CH:3]1[CH2:16][C:15]2[C:6]([CH3:25])([CH:7]3[CH:12]([CH2:13][CH:14]=2)[CH:11]2[CH2:17][CH2:18][CH:19]4[CH:20]([CH3:24])[N:21]([CH3:23])[CH2:22][C:10]24[CH2:9][CH2:8]3)[CH2:5][CH2:4]1.[CH2:26]([S:28](Cl)(=[O:30])=[O:29])[CH3:27].C(N(CC)CC)C. The catalyst is ClCCl. The product is [CH3:1][N:2]([CH:3]1[CH2:16][C:15]2[C:6]([CH3:25])([CH:7]3[CH:12]([CH2:13][CH:14]=2)[CH:11]2[CH2:17][CH2:18][CH:19]4[CH:20]([CH3:24])[N:21]([CH3:23])[CH2:22][C:10]24[CH2:9][CH2:8]3)[CH2:5][CH2:4]1)[S:28]([CH2:26][CH3:27])(=[O:30])=[O:29]. The yield is 0.820.